This data is from Full USPTO retrosynthesis dataset with 1.9M reactions from patents (1976-2016). The task is: Predict the reactants needed to synthesize the given product. (1) Given the product [F:14][C:11]1[CH:10]=[CH:9][C:8]([C:7]2[N:25]([C:22]3[CH:23]=[CH:24][C:19]([S:18][CH3:17])=[CH:20][CH:21]=3)[N:26]=[C:4]([CH3:5])[N:6]=2)=[CH:13][CH:12]=1, predict the reactants needed to synthesize it. The reactants are: C(O[C:4](=[N:6][C:7](=O)[C:8]1[CH:13]=[CH:12][C:11]([F:14])=[CH:10][CH:9]=1)[CH3:5])C.Cl.[CH3:17][S:18][C:19]1[CH:24]=[CH:23][C:22]([NH:25][NH2:26])=[CH:21][CH:20]=1.C(N(CC)CC)C.O. (2) Given the product [Cl:8][C:5]1[N:4]=[C:3]([Cl:9])[C:2]([CH:12]=[O:13])=[CH:7][N:6]=1, predict the reactants needed to synthesize it. The reactants are: Br[C:2]1[C:3]([Cl:9])=[N:4][C:5]([Cl:8])=[N:6][CH:7]=1.N1(C=O)CC[O:13][CH2:12]C1.Cl.CCOCC. (3) Given the product [CH3:1][C:2]1[CH:3]=[C:4]([CH:32]=[C:33]([CH3:35])[CH:34]=1)[O:5][C:6]1[CH:11]=[C:10]2[C:9](=[CH:8][C:7]=1[S:16]([N:19]1[CH2:24][CH2:23][N:22]([C:25]([O:27][C:28]([CH3:31])([CH3:30])[CH3:29])=[O:26])[CH2:21][CH2:20]1)(=[O:18])=[O:17])[NH:13][CH:36]=[CH:12]2, predict the reactants needed to synthesize it. The reactants are: [CH3:1][C:2]1[CH:3]=[C:4]([CH:32]=[C:33]([CH3:35])[CH:34]=1)[O:5][C:6]1[CH:11]=[C:10]([CH3:12])[C:9]([N+:13]([O-])=O)=[CH:8][C:7]=1[S:16]([N:19]1[CH2:24][CH2:23][N:22]([C:25]([O:27][C:28]([CH3:31])([CH3:30])[CH3:29])=[O:26])[CH2:21][CH2:20]1)(=[O:18])=[O:17].[CH3:36]OC(OC)N(C)C.N1CCCC1.C([O-])(=O)C.[NH4+].[Cl-].[OH-].[Na+]. (4) Given the product [Cl:20][C:21]1[C:25]([N:11]2[CH2:10][CH2:9][N:8]([C:1]([O:3][C:4]([CH3:7])([CH3:6])[CH3:5])=[O:2])[CH2:13][CH2:12]2)=[N:24][S:23][N:22]=1, predict the reactants needed to synthesize it. The reactants are: [C:1]([N:8]1[CH2:13][CH2:12][NH:11][CH2:10][CH2:9]1)([O:3][C:4]([CH3:7])([CH3:6])[CH3:5])=[O:2].C([O-])([O-])=O.[K+].[K+].[Cl:20][C:21]1[C:25](Cl)=[N:24][S:23][N:22]=1. (5) Given the product [Cl:1][C:2]1[O:6][C:5]([C:7]2[C:11]([C:12]3[CH:17]=[CH:16][CH:15]=[CH:14][CH:13]=3)=[C:10]([CH2:18][OH:19])[O:9][N:8]=2)=[CH:4][CH:3]=1, predict the reactants needed to synthesize it. The reactants are: [Cl:1][C:2]1[O:6][C:5]([C:7]2[C:11]([C:12]3[CH:17]=[CH:16][CH:15]=[CH:14][CH:13]=3)=[C:10]([C:18](O)=[O:19])[O:9][N:8]=2)=[CH:4][CH:3]=1.N#N.[OH-].[Na+].OO. (6) Given the product [CH3:1][CH:2]1[CH2:7][CH2:6][C:5]2[N:18]([C:19]3[CH:20]=[C:21]([CH:25]=[CH:26][CH:27]=3)[C:22]([OH:24])=[O:23])[C:10]([C:11]3[CH:16]=[CH:15][CH:14]=[CH:13][CH:12]=3)=[CH:9][C:4]=2[CH2:3]1, predict the reactants needed to synthesize it. The reactants are: [CH3:1][CH:2]1[CH2:7][CH2:6][C:5](=O)[CH:4]([CH2:9][C:10](=O)[C:11]2[CH:16]=[CH:15][CH:14]=[CH:13][CH:12]=2)[CH2:3]1.[NH2:18][C:19]1[CH:20]=[C:21]([CH:25]=[CH:26][CH:27]=1)[C:22]([OH:24])=[O:23].